From a dataset of Reaction yield outcomes from USPTO patents with 853,638 reactions. Predict the reaction yield, written as a fraction of the theoretical maximum amount of product (1.0 means a 100% yield; for example, 0.34 means a 34% yield). (1) The reactants are Cl.[F:2][C:3]1[CH:8]=[CH:7][C:6]([C@H:9]2[C:14](=[O:15])[O:13][CH2:12][CH2:11][N:10]2[CH2:16][C:17]2[CH:22]=[CH:21][CH:20]=[CH:19][CH:18]=2)=[CH:5][CH:4]=1.[C:23](=[O:26])(O)[O-].[Na+].CCC(C)[BH-](C(C)CC)C(C)CC.[Li+].[F:42][C:43]([F:58])([F:57])[C:44]1[CH:45]=[C:46]([CH:50]=[C:51]([C:53]([F:56])([F:55])[F:54])[CH:52]=1)[C:47](Cl)=O. The catalyst is C(OCC)(=O)C. The product is [F:2][C:3]1[CH:4]=[CH:5][C:6]([C@H:9]2[C@@H:14]([O:15][C:23](=[O:26])[CH2:47][C:46]3[CH:50]=[C:51]([C:53]([F:55])([F:56])[F:54])[CH:52]=[C:44]([C:43]([F:42])([F:57])[F:58])[CH:45]=3)[O:13][CH2:12][CH2:11][N:10]2[CH2:16][C:17]2[CH:18]=[CH:19][CH:20]=[CH:21][CH:22]=2)=[CH:7][CH:8]=1. The yield is 0.650. (2) The reactants are [Cl:1][C:2]1[CH:7]=[CH:6][C:5]([C:8]2[N:9]([CH2:23][C@H:24]([OH:29])[C:25]([F:28])([F:27])[F:26])[C:10](=[O:22])[N:11]([CH2:13][C:14]3[N:18]=[C:17]([CH:19]([OH:21])[CH3:20])[NH:16][N:15]=3)[N:12]=2)=[CH:4][CH:3]=1.[F:30][C:31]1[CH:32]=[CH:33][C:34]([O:40][CH3:41])=[C:35](B(O)O)[CH:36]=1. The catalyst is N1C=CC=CC=1.C([O-])(=O)C.[Cu+2].C([O-])(=O)C. The product is [Cl:1][C:2]1[CH:3]=[CH:4][C:5]([C:8]2[N:9]([CH2:23][C@H:24]([OH:29])[C:25]([F:26])([F:28])[F:27])[C:10](=[O:22])[N:11]([CH2:13][C:14]3[N:18]=[C:17]([CH:19]([OH:21])[CH3:20])[N:16]([C:33]4[CH:32]=[C:31]([F:30])[CH:36]=[CH:35][C:34]=4[O:40][CH3:41])[N:15]=3)[N:12]=2)=[CH:6][CH:7]=1. The yield is 0.0810. (3) The reactants are [O:1]=[S:2]1(=[O:38])[CH2:6][CH2:5][CH:4]=[C:3]1[C:7]1[CH:37]=[CH:36][C:10]2[NH:11][C:12]([C:17]3[C:22](=[O:23])[N:21]([CH2:24][C:25]4[CH:30]=[CH:29][C:28]([F:31])=[CH:27][CH:26]=4)[N:20]4[CH:32]=[CH:33][CH:34]=[C:19]4[C:18]=3[OH:35])=[N:13][S:14](=[O:16])(=[O:15])[C:9]=2[CH:8]=1.[H][H].C(OCC)C. The catalyst is CN(C)C=O.[Pd]. The product is [O:38]=[S:2]1(=[O:1])[CH2:6][CH2:5][CH2:4][CH:3]1[C:7]1[CH:37]=[CH:36][C:10]2[NH:11][C:12]([C:17]3[C:22](=[O:23])[N:21]([CH2:24][C:25]4[CH:30]=[CH:29][C:28]([F:31])=[CH:27][CH:26]=4)[N:20]4[CH:32]=[CH:33][CH:34]=[C:19]4[C:18]=3[OH:35])=[N:13][S:14](=[O:16])(=[O:15])[C:9]=2[CH:8]=1. The yield is 0.280. (4) The reactants are [OH:1][C:2]1[CH:7]=[CH:6][C:5]([C:8]2[C:17](=O)[C:16]3[C:11](=[CH:12][C:13]([O:19]CCN4CCCCC4)=[CH:14][CH:15]=3)[O:10][CH:9]=2)=[CH:4][CH:3]=1.[CH:28]1[C:33]([C@H]2CO[C:29]3[CH:30]=C(O)C=[CH:33][C:28]=3C2)=CC=[C:30](O)[CH:29]=1.BrCCCC. No catalyst specified. The product is [CH2:33]([O:19][C:13]1[CH:12]=[C:11]2[C:16]([CH2:17][CH:8]([C:5]3[CH:4]=[CH:3][C:2]([OH:1])=[CH:7][CH:6]=3)[CH2:9][O:10]2)=[CH:15][CH:14]=1)[CH2:28][CH2:29][CH3:30]. The yield is 0.630. (5) The reactants are C1(C(C2C=CC=CC=2)=[N:8][C:9]2[CH:17]=[C:16]3[C:12]([CH:13]=[N:14][N:15]3[CH:18]3[CH2:23][CH2:22][CH2:21][CH2:20][O:19]3)=[C:11]([CH3:24])[CH:10]=2)C=CC=CC=1. The catalyst is CO.[Pd]. The product is [CH3:24][C:11]1[CH:10]=[C:9]([NH2:8])[CH:17]=[C:16]2[C:12]=1[CH:13]=[N:14][N:15]2[CH:18]1[CH2:23][CH2:22][CH2:21][CH2:20][O:19]1. The yield is 0.740. (6) The reactants are [I:1][C:2]1[CH:10]=[CH:9][C:5]([C:6]([OH:8])=[O:7])=[C:4]([N+:11]([O-:13])=[O:12])[CH:3]=1.[CH2:14]1CCN2C(=NCCC2)CC1.IC.O. The catalyst is CN(C=O)C. The product is [I:1][C:2]1[CH:10]=[CH:9][C:5]([C:6]([O:8][CH3:14])=[O:7])=[C:4]([N+:11]([O-:13])=[O:12])[CH:3]=1. The yield is 0.960. (7) The reactants are [Cl:1][C:2]1[CH:7]=[CH:6][C:5]([C:8]2[CH:13]=[CH:12][N:11]=[C:10]([CH3:14])[C:9]=2[CH2:15][OH:16])=[C:4](F)[CH:3]=1.[H-].[Na+]. The catalyst is O1CCCC1. The product is [Cl:1][C:2]1[CH:7]=[CH:6][C:5]2[C:8]3[C:9](=[C:10]([CH3:14])[N:11]=[CH:12][CH:13]=3)[CH2:15][O:16][C:4]=2[CH:3]=1. The yield is 0.730.